This data is from Reaction yield outcomes from USPTO patents with 853,638 reactions. The task is: Predict the reaction yield, written as a fraction of the theoretical maximum amount of product (1.0 means a 100% yield; for example, 0.34 means a 34% yield). The reactants are [Br-].[CH3:2][N:3]([CH3:25])[CH2:4][CH2:5][P+](C1C=CC=CC=1)(C1C=CC=CC=1)C1C=CC=CC=1.C[Si]([N-][Si](C)(C)C)(C)C.[K+].C1(C)C=CC=CC=1.[OH:43][CH:44]([C:46]1[O:47][C:48](=[O:63])[C:49]2[C:54]([C:55]=1[C:56]1[S:60][C:59]([CH:61]=O)=[CH:58][CH:57]=1)=[CH:53][CH:52]=[CH:51][CH:50]=2)[CH3:45].[NH4+].[Cl-]. The yield is 0.409. The catalyst is O1CCOCC1.CCOC(C)=O. The product is [CH3:2][N:3]([CH3:25])[CH2:4][CH:5]=[CH:61][C:59]1[S:60][C:56]([C:55]2[C:54]3[C:49](=[CH:50][CH:51]=[CH:52][CH:53]=3)[C:48](=[O:63])[O:47][C:46]=2[CH:44]([OH:43])[CH3:45])=[CH:57][CH:58]=1.